This data is from Retrosynthesis with 50K atom-mapped reactions and 10 reaction types from USPTO. The task is: Predict the reactants needed to synthesize the given product. (1) Given the product COc1cc(Nc2nc(-c3ccc(C(F)(F)F)cc3)cc(C(C)(C)O)n2)ccc1-c1cnc(C)s1, predict the reactants needed to synthesize it. The reactants are: CC(C)(O)c1cc(-c2ccc(C(F)(F)F)cc2)nc(Cl)n1.COc1cc(N)ccc1-c1cnc(C)s1. (2) Given the product CN(Cc1ccc(C=O)c(F)c1)C(=O)OC(C)(C)C, predict the reactants needed to synthesize it. The reactants are: CN(Cc1ccc(CO)c(F)c1)C(=O)OC(C)(C)C. (3) Given the product CC(C)(C(=O)O)c1cccc([N+](=O)[O-])c1, predict the reactants needed to synthesize it. The reactants are: CC(C)(C(=O)O)c1ccc(Cl)c([N+](=O)[O-])c1. (4) Given the product Oc1ccc2c(c1)OCCO2, predict the reactants needed to synthesize it. The reactants are: CC(=O)Oc1ccc2c(c1)OCCO2. (5) Given the product CN(/C=C\CC1=CCCCC1)Cc1cccc2ccccc12, predict the reactants needed to synthesize it. The reactants are: CN(C#CCC1=CCCCC1)Cc1cccc2ccccc12. (6) Given the product O=C(Cc1ccc(O)cc1)Nn1nc(-c2ccc(Cl)cc2)c2ccccc2c1=O, predict the reactants needed to synthesize it. The reactants are: Nn1nc(-c2ccc(Cl)cc2)c2ccccc2c1=O.O=C(O)Cc1ccc(O)cc1. (7) Given the product CN(C)S(=O)(=O)Nc1ccc(C(CC2CCCC2)C(=O)Nc2nccs2)cc1, predict the reactants needed to synthesize it. The reactants are: CN(C)S(=O)(=O)Cl.Nc1ccc(C(CC2CCCC2)C(=O)Nc2nccs2)cc1. (8) Given the product COc1cc2nccc(Oc3ccc(NC(=S)NC(=O)c4ccccc4)c(C)c3C)c2cc1OC, predict the reactants needed to synthesize it. The reactants are: COc1cc2nccc(Oc3ccc(N)c(C)c3C)c2cc1OC.O=C(N=C=S)c1ccccc1. (9) The reactants are: CCCCCCCCCCCCCCCCCCOCC(CBr)OCc1ccccc1.C[S-]. Given the product CCCCCCCCCCCCCCCCCCOCC(CSC)OCc1ccccc1, predict the reactants needed to synthesize it.